Dataset: Full USPTO retrosynthesis dataset with 1.9M reactions from patents (1976-2016). Task: Predict the reactants needed to synthesize the given product. (1) Given the product [CH3:20][O:19][C:11]1[CH:10]=[C:9]([C:5]2([O:4][C:1](=[O:3])[CH3:2])[C:6]3[O:8][CH2:43][CH2:44][O:45][C:38]=3[CH:37]=[CH:36][CH:41]2[CH2:40][CH2:39][C:21]([NH:23][CH3:24])=[O:22])[CH:14]=[C:13]([O:15][CH3:16])[C:12]=1[O:17][CH3:18], predict the reactants needed to synthesize it. The reactants are: [C:1]([O:4][CH:5]([C:9]1[CH:14]=[C:13]([O:15][CH3:16])[C:12]([O:17][CH3:18])=[C:11]([O:19][CH3:20])[CH:10]=1)[C:6]([OH:8])=O)(=[O:3])[CH3:2].[C:21](N1C=CN=C1)([N:23]1C=CN=[CH:24]1)=[O:22].CNC[C:36]1[CH:41]=[CH:40][C:39]2O[CH2:43][CH2:44][O:45][C:38]=2[CH:37]=1. (2) Given the product [CH3:1][C:2]([CH3:20])([CH3:21])[CH2:3][C:4]1[O:5][C:6]2[CH:12]=[CH:11][C:10]([CH2:13][CH2:14][C:15]([O:17][CH2:18][CH3:19])=[O:16])=[CH:9][C:7]=2[N:8]=1, predict the reactants needed to synthesize it. The reactants are: [CH3:1][C:2]([CH3:21])([CH3:20])[CH2:3][C:4]1[O:5][C:6]2[CH:12]=[CH:11][C:10]([CH:13]=[CH:14][C:15]([O:17][CH2:18][CH3:19])=[O:16])=[CH:9][C:7]=2[N:8]=1. (3) Given the product [O:15]1[CH2:16][CH2:17][O:18][C:13]2[CH:12]=[C:11]([NH:10][C:5]3[C:4]([NH2:1])=[CH:9][CH:8]=[CH:7][CH:6]=3)[CH:20]=[CH:19][C:14]1=2, predict the reactants needed to synthesize it. The reactants are: [N+:1]([C:4]1[CH:9]=[CH:8][CH:7]=[CH:6][C:5]=1[NH:10][C:11]1[CH:20]=[CH:19][C:14]2[O:15][CH2:16][CH2:17][O:18][C:13]=2[CH:12]=1)([O-])=O.C(O)(=O)C.O. (4) The reactants are: [CH2:1]([O:3][CH2:4][C:5]1[N:6]([CH2:22][CH:23]([CH3:25])[CH3:24])[C:7]2[C:16]3[C:11](=[CH:12][CH:13]=[C:14]([OH:17])[CH:15]=3)[N:10]3[N:18]=[N:19][N:20]=[C:9]3[C:8]=2[N:21]=1)[CH3:2].[N:26]1[CH:31]=[CH:30][CH:29]=[C:28]([CH2:32]O)[CH:27]=1.C1(P(C2C=CC=CC=2)C2C=CC=CC=2)C=CC=CC=1.N(C(OC(C)C)=O)=NC(OC(C)C)=O. Given the product [CH2:1]([O:3][CH2:4][C:5]1[N:6]([CH2:22][CH:23]([CH3:24])[CH3:25])[C:7]2[C:16]3[C:11](=[CH:12][CH:13]=[C:14]([O:17][CH2:32][C:28]4[CH:27]=[N:26][CH:31]=[CH:30][CH:29]=4)[CH:15]=3)[N:10]3[N:18]=[N:19][N:20]=[C:9]3[C:8]=2[N:21]=1)[CH3:2], predict the reactants needed to synthesize it. (5) Given the product [F:15][C:16]1[CH:17]=[C:18]([CH:27]=[CH:28][C:29]=1[F:30])[CH2:19][N:1]1[CH2:2][CH2:3][CH:4]([NH:7][C:8]2[S:12][C:11]([C:13]#[N:14])=[N:10][N:9]=2)[CH2:5][CH2:6]1, predict the reactants needed to synthesize it. The reactants are: [NH:1]1[CH2:6][CH2:5][CH:4]([NH:7][C:8]2[S:12][C:11]([C:13]#[N:14])=[N:10][N:9]=2)[CH2:3][CH2:2]1.[F:15][C:16]1[CH:17]=[C:18]([CH:27]=[CH:28][C:29]=1[F:30])[CH2:19]N1CCC(N)CC1.C(N(C(C)C)CC)(C)C. (6) Given the product [CH3:1][O:2][C:3]1[CH:4]=[CH:5][C:6]([CH2:7][C:8]2([CH3:20])[CH2:13][CH2:12][O:11][CH2:10][C:9]2=[O:14])=[CH:15][CH:16]=1, predict the reactants needed to synthesize it. The reactants are: [CH3:1][O:2][C:3]1[CH:16]=[CH:15][C:6]([CH2:7][CH:8]2[CH2:13][CH2:12][O:11][CH2:10][C:9]2=[O:14])=[CH:5][CH:4]=1.IC.O1CCC[CH2:20]1.N#N.CC([O-])(C)C.[K+].